Dataset: Forward reaction prediction with 1.9M reactions from USPTO patents (1976-2016). Task: Predict the product of the given reaction. (1) Given the reactants [Cl:1][C:2]1[CH:3]=[C:4]2[C:9](=[CH:10][CH:11]=1)[O:8][C:7](=[O:12])[CH:6]=[C:5]2[OH:13].[CH3:14][N:15]([CH3:20])[CH2:16][CH2:17][CH2:18]O, predict the reaction product. The product is: [ClH:1].[Cl:1][C:2]1[CH:11]=[CH:10][C:9]2[O:8][C:7](=[O:12])[CH:6]=[C:5]([O:13][CH2:18][CH2:17][CH2:16][N:15]([CH3:20])[CH3:14])[C:4]=2[CH:3]=1. (2) Given the reactants [OH:1][CH2:2][CH2:3][CH2:4][C:5]1[CH:6]=[C:7]([CH:11]=[C:12]([O:16][CH3:17])[C:13]=1[O:14][CH3:15])[C:8]([OH:10])=[O:9].[CH3:18][Si](C=[N+]=[N-])(C)C, predict the reaction product. The product is: [CH3:18][O:9][C:8](=[O:10])[C:7]1[CH:11]=[C:12]([O:16][CH3:17])[C:13]([O:14][CH3:15])=[C:5]([CH2:4][CH2:3][CH2:2][OH:1])[CH:6]=1.